Task: Predict which catalyst facilitates the given reaction.. Dataset: Catalyst prediction with 721,799 reactions and 888 catalyst types from USPTO (1) Reactant: [NH:1]=[S:2]1(=[O:16])[CH2:7][CH2:6][N:5]([C:8]2[N:13]=[CH:12][C:11]([C:14]#[N:15])=[CH:10][CH:9]=2)[CH2:4][CH2:3]1.Cl[C:18]([O:20][CH2:21][CH3:22])=[O:19]. Product: [C:14]([C:11]1[CH:10]=[CH:9][C:8]([N:5]2[CH2:4][CH2:3][S:2](=[N:1][C:18](=[O:19])[O:20][CH2:21][CH3:22])(=[O:16])[CH2:7][CH2:6]2)=[N:13][CH:12]=1)#[N:15]. The catalyst class is: 17. (2) Reactant: [Si:1](Cl)([C:4]([CH3:7])([CH3:6])[CH3:5])([CH3:3])[CH3:2].[S:9]1[CH:13]=[CH:12][CH:11]=[C:10]1[CH2:14][CH2:15][OH:16].N1C=CN=C1. Product: [C:4]([Si:1]([CH3:3])([CH3:2])[O:16][CH2:15][CH2:14][C:10]1[S:9][CH:13]=[CH:12][CH:11]=1)([CH3:7])([CH3:6])[CH3:5]. The catalyst class is: 9. (3) Reactant: N#N.C(N(CC)C1C=CC=CC=1)C.B.[C:15]([C:18]1[CH:19]=[C:20]([CH:36]=[CH:37][CH:38]=1)[C:21]([N:23]1[CH2:28][CH2:27][N:26]([C:29]([O:31][C:32]([CH3:35])([CH3:34])[CH3:33])=[O:30])[CH2:25][CH2:24]1)=O)(=[O:17])[CH3:16].Cl. Product: [OH:17][C@H:15]([C:18]1[CH:19]=[C:20]([CH:36]=[CH:37][CH:38]=1)[CH2:21][N:23]1[CH2:24][CH2:25][N:26]([C:29]([O:31][C:32]([CH3:33])([CH3:35])[CH3:34])=[O:30])[CH2:27][CH2:28]1)[CH3:16]. The catalyst class is: 224. (4) Reactant: [C:1]1([CH2:7][S:8](Cl)(=[O:10])=[O:9])[CH:6]=[CH:5][CH:4]=[CH:3][CH:2]=1.C([NH2:20])CCCCCCC. Product: [C:1]1([CH2:7][S:8]([NH2:20])(=[O:10])=[O:9])[CH:6]=[CH:5][CH:4]=[CH:3][CH:2]=1. The catalyst class is: 2. (5) Reactant: [CH:1]1([C:5]2[C:14]([C:15]3[NH:19][C:18]([CH3:20])=[N:17][N:16]=3)=[CH:13][C:8]([C:9]([O:11]C)=[O:10])=[C:7]([CH3:21])[CH:6]=2)[CH2:4][CH2:3][CH2:2]1.[OH-].[Na+].Cl. Product: [CH:1]1([C:5]2[C:14]([C:15]3[NH:19][C:18]([CH3:20])=[N:17][N:16]=3)=[CH:13][C:8]([C:9]([OH:11])=[O:10])=[C:7]([CH3:21])[CH:6]=2)[CH2:2][CH2:3][CH2:4]1. The catalyst class is: 5.